Task: Regression. Given two drug SMILES strings and cell line genomic features, predict the synergy score measuring deviation from expected non-interaction effect.. Dataset: NCI-60 drug combinations with 297,098 pairs across 59 cell lines (1) Drug 1: C1=NC(=NC(=O)N1C2C(C(C(O2)CO)O)O)N. Synergy scores: CSS=37.7, Synergy_ZIP=-6.19, Synergy_Bliss=-0.863, Synergy_Loewe=1.16, Synergy_HSA=-0.121. Cell line: CAKI-1. Drug 2: CC1CCC2CC(C(=CC=CC=CC(CC(C(=O)C(C(C(=CC(C(=O)CC(OC(=O)C3CCCCN3C(=O)C(=O)C1(O2)O)C(C)CC4CCC(C(C4)OC)OCCO)C)C)O)OC)C)C)C)OC. (2) Drug 1: C1C(C(OC1N2C=NC3=C2NC=NCC3O)CO)O. Drug 2: C1C(C(OC1N2C=NC(=NC2=O)N)CO)O. Cell line: SK-MEL-2. Synergy scores: CSS=9.83, Synergy_ZIP=-11.1, Synergy_Bliss=-14.1, Synergy_Loewe=-8.78, Synergy_HSA=-6.40.